This data is from Forward reaction prediction with 1.9M reactions from USPTO patents (1976-2016). The task is: Predict the product of the given reaction. Given the reactants [C:1]([O:5][C:6]([N:8]1[CH2:15][CH:14]2[N:16]([C:17]([O:19][C:20]([CH3:23])([CH3:22])[CH3:21])=[O:18])[CH:10]([CH2:11][C:12]([C:27]3[S:31][C:30]([CH2:32][O:33][CH2:34][CH2:35][O:36][Si:37]([C:40]([CH3:43])([CH3:42])[CH3:41])([CH3:39])[CH3:38])=[N:29][CH:28]=3)=[C:13]2[C:24](O)=[O:25])[CH2:9]1)=[O:7])([CH3:4])([CH3:3])[CH3:2].CCN=C=NCCCN(C)C.Cl.C1C=CC2N(O)N=NC=2C=1.CCN(C(C)C)C(C)C.[CH:75]1([NH:78][CH2:79][C:80]2[CH:85]=[CH:84][CH:83]=[C:82]([O:86][CH3:87])[C:81]=2[CH3:88])[CH2:77][CH2:76]1, predict the reaction product. The product is: [C:1]([O:5][C:6]([N:8]1[CH2:15][CH:14]2[N:16]([C:17]([O:19][C:20]([CH3:23])([CH3:22])[CH3:21])=[O:18])[CH:10]([CH2:11][C:12]([C:27]3[S:31][C:30]([CH2:32][O:33][CH2:34][CH2:35][O:36][Si:37]([C:40]([CH3:43])([CH3:42])[CH3:41])([CH3:39])[CH3:38])=[N:29][CH:28]=3)=[C:13]2[C:24](=[O:25])[N:78]([CH:75]2[CH2:77][CH2:76]2)[CH2:79][C:80]2[CH:85]=[CH:84][CH:83]=[C:82]([O:86][CH3:87])[C:81]=2[CH3:88])[CH2:9]1)=[O:7])([CH3:2])([CH3:3])[CH3:4].